Dataset: Full USPTO retrosynthesis dataset with 1.9M reactions from patents (1976-2016). Task: Predict the reactants needed to synthesize the given product. (1) Given the product [CH2:18]([N:15]1[C:4]2=[N:5][C:6]([CH2:13][CH3:14])=[C:7]([C:8]([O:10][CH2:11][CH3:12])=[O:9])[C:2]([NH:35][CH:32]3[CH2:33][CH2:34][O:29][CH2:30][CH2:31]3)=[C:3]2[CH:17]=[N:16]1)[CH3:19], predict the reactants needed to synthesize it. The reactants are: Cl[C:2]1[C:7]([C:8]([O:10][CH2:11][CH3:12])=[O:9])=[C:6]([CH2:13][CH3:14])[N:5]=[C:4]2[N:15]([CH2:18][CH3:19])[N:16]=[CH:17][C:3]=12.CCN(C(C)C)C(C)C.[O:29]1[CH2:34][CH2:33][CH:32]([NH2:35])[CH2:31][CH2:30]1.O. (2) Given the product [CH2:39]([N:46]1[CH2:47][C@H:48]([CH3:53])[N:49]([C:21]([C:19]2[CH2:20][N:14]3[C:13]4[CH:12]=[C:11]([C:30]([NH:31][S:32]([N:35]([CH3:37])[CH3:36])(=[O:34])=[O:33])=[O:38])[CH:10]=[CH:9][C:8]=4[C:7]([CH:1]4[CH2:6][CH2:5][CH2:4][CH2:3][CH2:2]4)=[C:15]3[C:16]3[CH:27]=[CH:26][C:25]([O:28][CH3:29])=[CH:24][C:17]=3[CH:18]=2)=[O:22])[C@H:50]([CH3:52])[CH2:51]1)[C:40]1[CH:41]=[CH:42][CH:43]=[CH:44][CH:45]=1, predict the reactants needed to synthesize it. The reactants are: [CH:1]1([C:7]2[C:8]3[CH:9]=[CH:10][C:11]([C:30](=[O:38])[NH:31][S:32]([N:35]([CH3:37])[CH3:36])(=[O:34])=[O:33])=[CH:12][C:13]=3[N:14]3[CH2:20][C:19]([C:21](O)=[O:22])=[CH:18][C:17]4[CH:24]=[C:25]([O:28][CH3:29])[CH:26]=[CH:27][C:16]=4[C:15]=23)[CH2:6][CH2:5][CH2:4][CH2:3][CH2:2]1.[CH2:39]([N:46]1[CH2:51][C@H:50]([CH3:52])[NH:49][C@H:48]([CH3:53])[CH2:47]1)[C:40]1[CH:45]=[CH:44][CH:43]=[CH:42][CH:41]=1.C(N(C(C)C)CC)(C)C.CN(C(ON1N=NC2C=CC=NC1=2)=[N+](C)C)C.F[P-](F)(F)(F)(F)F. (3) Given the product [CH3:1][C:2]1[CH:23]=[C:22]([CH3:24])[C:21]([C:25]2[NH:26][C:27]3[CH2:32][CH2:31][N:30]([CH:36]4[CH2:37][O:34][CH2:35]4)[CH2:29][C:28]=3[N:33]=2)=[CH:20][C:3]=1[C:4]([N:6]1[CH2:7][CH2:8][CH:9]([C:12]2[CH:13]=[CH:14][C:15]([C:16]#[N:17])=[CH:18][CH:19]=2)[CH2:10][CH2:11]1)=[O:5], predict the reactants needed to synthesize it. The reactants are: [CH3:1][C:2]1[CH:23]=[C:22]([CH3:24])[C:21]([C:25]2[NH:33][C:28]3[CH2:29][NH:30][CH2:31][CH2:32][C:27]=3[N:26]=2)=[CH:20][C:3]=1[C:4]([N:6]1[CH2:11][CH2:10][CH:9]([C:12]2[CH:19]=[CH:18][C:15]([C:16]#[N:17])=[CH:14][CH:13]=2)[CH2:8][CH2:7]1)=[O:5].[O:34]1[CH2:37][C:36](=O)[CH2:35]1.[B-]C#N.[Na+].C(O)(=O)C.